This data is from Full USPTO retrosynthesis dataset with 1.9M reactions from patents (1976-2016). The task is: Predict the reactants needed to synthesize the given product. (1) Given the product [N+:32]([C:30]1[CH:29]=[CH:28][C:24]([C:25]([NH:16][CH2:15][CH2:14][N:11]2[CH2:10][CH2:9][N:8]([CH2:1][C:2]3[CH:3]=[CH:4][CH:5]=[CH:6][CH:7]=3)[CH2:13][CH2:12]2)=[O:26])=[C:23]([O:22][CH3:21])[CH:31]=1)([O-:34])=[O:33], predict the reactants needed to synthesize it. The reactants are: [CH2:1]([N:8]1[CH2:13][CH2:12][N:11]([CH2:14][CH2:15][NH2:16])[CH2:10][CH2:9]1)[C:2]1[CH:7]=[CH:6][CH:5]=[CH:4][CH:3]=1.C(Cl)CCl.[CH3:21][O:22][C:23]1[CH:31]=[C:30]([N+:32]([O-:34])=[O:33])[CH:29]=[CH:28][C:24]=1[C:25](O)=[O:26].C1C=CC2N(O)N=NC=2C=1. (2) Given the product [CH:1]1([C:5]2[N:10]=[C:9]3[CH2:11][CH2:12][CH2:13][CH2:14][CH2:15][C:8]3=[C:7]([C:16]3[CH:21]=[CH:20][C:19](=[O:22])[N:18]([CH3:28])[CH:17]=3)[C:6]=2[C:23]#[N:24])[CH2:2][CH2:3][CH2:4]1, predict the reactants needed to synthesize it. The reactants are: [CH:1]1([C:5]2[N:10]=[C:9]3[CH2:11][CH2:12][CH2:13][CH2:14][CH2:15][C:8]3=[C:7]([C:16]3[CH:21]=[CH:20][C:19](=[O:22])[NH:18][CH:17]=3)[C:6]=2[C:23]#[N:24])[CH2:4][CH2:3][CH2:2]1.Cl.CI.[C:28](=O)([O-])[O-].[K+].[K+]. (3) Given the product [CH3:17][O:13][CH2:14][C@H:15]([O:12][C:5]1[CH:6]=[CH:7][CH:8]=[C:9]2[C:4]=1[N:3]=[C:2]([CH3:1])[CH:11]=[CH:10]2)[CH3:16], predict the reactants needed to synthesize it. The reactants are: [CH3:1][C:2]1[CH:11]=[CH:10][C:9]2[C:4](=[C:5]([OH:12])[CH:6]=[CH:7][CH:8]=2)[N:3]=1.[O:13]1[CH2:17][CH2:16][CH2:15][CH2:14]1.C1(P(C2C=CC=CC=2)C2C=CC=CC=2)C=CC=CC=1.N(C(OCC)=O)=NC(OCC)=O.COC[C@@H](O)C.